Dataset: Full USPTO retrosynthesis dataset with 1.9M reactions from patents (1976-2016). Task: Predict the reactants needed to synthesize the given product. (1) Given the product [C:25]([O:19][C@@:11]12[CH2:17][C@@H:14]([O:13][C:12]1=[O:18])[C:15](=[O:16])[C@H:9]([O:8][Si:1]([C:4]([CH3:7])([CH3:6])[CH3:5])([CH3:3])[CH3:2])[CH2:10]2)(=[O:20])[CH3:26], predict the reactants needed to synthesize it. The reactants are: [Si:1]([O:8][C@H:9]1[C:15](=[O:16])[C@H:14]2[CH2:17][C@:11]([OH:19])([C:12](=[O:18])[O:13]2)[CH2:10]1)([C:4]([CH3:7])([CH3:6])[CH3:5])([CH3:3])[CH3:2].[OH2:20].N1[CH:26]=[CH:25]C=CC=1. (2) The reactants are: Cl[S:2]([C:5]1[CH:6]=[C:7]([C:11]([O:13][CH3:14])=[O:12])[N:8]([CH3:10])[CH:9]=1)(=[O:4])=[O:3].[F:15][C:16]([F:21])([F:20])[C@@H:17]([NH2:19])[CH3:18].C(N(C(C)C)CC)(C)C. Given the product [CH3:10][N:8]1[CH:9]=[C:5]([S:2](=[O:4])(=[O:3])[NH:19][C@@H:17]([CH3:18])[C:16]([F:21])([F:20])[F:15])[CH:6]=[C:7]1[C:11]([O:13][CH3:14])=[O:12], predict the reactants needed to synthesize it. (3) Given the product [CH3:11][O:12][C:13](=[O:22])[C:14]1[CH:19]=[C:18]([I:20])[CH:17]=[C:16]([O:21][CH:8]([CH3:10])[CH3:9])[CH:15]=1, predict the reactants needed to synthesize it. The reactants are: C(=O)([O-])[O-].[K+].[K+].Br[CH:8]([CH3:10])[CH3:9].[CH3:11][O:12][C:13](=[O:22])[C:14]1[CH:19]=[C:18]([I:20])[CH:17]=[C:16]([OH:21])[CH:15]=1.O. (4) Given the product [N:1]1([C:6]([C:8]2[CH:13]=[CH:12][C:11]([C:18]3[CH:19]=[CH:20][C:21]([O:24][CH2:25][CH:26]4[CH2:27][CH2:28][N:29]([C:32]([O:34][CH:35]([CH3:37])[CH3:36])=[O:33])[CH2:30][CH2:31]4)=[CH:22][CH:23]=3)=[CH:10][CH:9]=2)=[O:7])[CH2:5][CH2:4][CH2:3][CH2:2]1, predict the reactants needed to synthesize it. The reactants are: [N:1]1([C:6]([C:8]2[CH:13]=[CH:12][C:11](B(O)O)=[CH:10][CH:9]=2)=[O:7])[CH2:5][CH2:4][CH2:3][CH2:2]1.Br[C:18]1[CH:23]=[CH:22][C:21]([O:24][CH2:25][CH:26]2[CH2:31][CH2:30][N:29]([C:32]([O:34][CH:35]([CH3:37])[CH3:36])=[O:33])[CH2:28][CH2:27]2)=[CH:20][CH:19]=1.